The task is: Regression. Given a peptide amino acid sequence and an MHC pseudo amino acid sequence, predict their binding affinity value. This is MHC class I binding data.. This data is from Peptide-MHC class I binding affinity with 185,985 pairs from IEDB/IMGT. (1) The peptide sequence is SAFNKKTFD. The MHC is H-2-Db with pseudo-sequence H-2-Db. The binding affinity (normalized) is 0. (2) The peptide sequence is FMKSRVYSI. The MHC is HLA-B07:02 with pseudo-sequence HLA-B07:02. The binding affinity (normalized) is 0.0847. (3) The peptide sequence is VLKEGSEYRV. The MHC is HLA-A02:01 with pseudo-sequence HLA-A02:01. The binding affinity (normalized) is 0.446.